From a dataset of Peptide-MHC class I binding affinity with 185,985 pairs from IEDB/IMGT. Regression. Given a peptide amino acid sequence and an MHC pseudo amino acid sequence, predict their binding affinity value. This is MHC class I binding data. (1) The peptide sequence is KAVRLIKFLY. The MHC is HLA-B15:01 with pseudo-sequence HLA-B15:01. The binding affinity (normalized) is 0.452. (2) The peptide sequence is MFIIKYFKK. The MHC is HLA-A31:01 with pseudo-sequence HLA-A31:01. The binding affinity (normalized) is 0.491.